From a dataset of Full USPTO retrosynthesis dataset with 1.9M reactions from patents (1976-2016). Predict the reactants needed to synthesize the given product. (1) Given the product [ClH:31].[F:1][C:2]1[CH:3]=[CH:4][CH:5]=[C:6]2[C:11]=1[C:10]([O:12][C@H:13]1[CH2:17][CH2:16][NH:15][CH2:14]1)=[N:9][C:8]([C:25]1[NH:29][C:28](=[O:30])[NH:27][N:26]=1)=[CH:7]2, predict the reactants needed to synthesize it. The reactants are: [F:1][C:2]1[CH:3]=[CH:4][CH:5]=[C:6]2[C:11]=1[C:10]([O:12][C@H:13]1[CH2:17][CH2:16][N:15](C(OC(C)(C)C)=O)[CH2:14]1)=[N:9][C:8]([C:25]1[NH:29][C:28](=[O:30])[NH:27][N:26]=1)=[CH:7]2.[ClH:31].CCOC(C)=O. (2) Given the product [Cl:1][C:2]1[CH:7]=[CH:6][CH:5]=[CH:4][C:3]=1[C:14]1[S:15][C:11]([CH:9]=[O:10])=[CH:12][CH:13]=1, predict the reactants needed to synthesize it. The reactants are: [Cl:1][C:2]1[CH:7]=[CH:6][CH:5]=[CH:4][C:3]=1I.[CH:9]([C:11]1[S:15][C:14](B(O)O)=[CH:13][CH:12]=1)=[O:10].C1C=CC(P(C2C=CC=CC=2)C2C=CC=CC=2)=CC=1.C(=O)([O-])[O-].[Na+].[Na+].